Dataset: CYP2D6 inhibition data for predicting drug metabolism from PubChem BioAssay. Task: Regression/Classification. Given a drug SMILES string, predict its absorption, distribution, metabolism, or excretion properties. Task type varies by dataset: regression for continuous measurements (e.g., permeability, clearance, half-life) or binary classification for categorical outcomes (e.g., BBB penetration, CYP inhibition). Dataset: cyp2d6_veith. (1) The drug is FC(F)(F)c1ccccc1-c1cncnc1NCc1cccs1. The result is 1 (inhibitor). (2) The drug is CCOC(=O)CC1=C(C(=O)OCC)C2(C(=O)N1CC(=O)OC)C(C#N)=C(N)Oc1ccccc12. The result is 0 (non-inhibitor).